This data is from Reaction yield outcomes from USPTO patents with 853,638 reactions. The task is: Predict the reaction yield, written as a fraction of the theoretical maximum amount of product (1.0 means a 100% yield; for example, 0.34 means a 34% yield). (1) The reactants are [Cl:1][C:2]1[CH:3]=[CH:4][C:5]([S:9][CH2:10][C:11]2[CH:16]=[CH:15][C:14]([N+:17]([O-:19])=[O:18])=[CH:13][CH:12]=2)=[C:6]([CH:8]=1)[NH2:7].[O:20]1[C:24]2[CH:25]=[CH:26][CH:27]=[CH:28][C:23]=2[CH:22]=[C:21]1[S:29](Cl)(=[O:31])=[O:30]. The catalyst is N1C=CC=CC=1. The product is [Cl:1][C:2]1[CH:3]=[CH:4][C:5]([S:9][CH2:10][C:11]2[CH:16]=[CH:15][C:14]([N+:17]([O-:19])=[O:18])=[CH:13][CH:12]=2)=[C:6]([NH:7][S:29]([C:21]2[O:20][C:24]3[CH:25]=[CH:26][CH:27]=[CH:28][C:23]=3[CH:22]=2)(=[O:30])=[O:31])[CH:8]=1. The yield is 0.720. (2) The reactants are Cl.Cl.C(O[C:6]([C:8]1[CH:9]=[C:10]2[C:14](=[CH:15][CH:16]=1)[NH:13][N:12]=[C:11]2[C:17]1[CH:26]=[CH:25][C:24]2[C:19](=[CH:20][CH:21]=[C:22]([O:27][CH3:28])[CH:23]=2)[CH:18]=1)=[NH:7])C.[CH3:29][O:30][CH2:31][CH2:32][N:33]([CH2:38][C:39]([NH:41][NH2:42])=O)[CH2:34][CH2:35][O:36][CH3:37].C(N(CC)CC)C. The catalyst is CO. The product is [CH3:29][O:30][CH2:31][CH2:32][N:33]([CH2:34][CH2:35][O:36][CH3:37])[CH2:38][C:39]1[N:7]=[C:6]([C:8]2[CH:9]=[C:10]3[C:14](=[CH:15][CH:16]=2)[NH:13][N:12]=[C:11]3[C:17]2[CH:26]=[CH:25][C:24]3[C:19](=[CH:20][CH:21]=[C:22]([O:27][CH3:28])[CH:23]=3)[CH:18]=2)[NH:42][N:41]=1. The yield is 0.0600. (3) The reactants are [Br:1][C:2]1[CH:10]=[C:9]2[C:5]([CH2:6][CH2:7][C:8]32[CH2:12][CH2:11]3)=[CH:4][CH:3]=1.[O-:13][Mn](=O)(=O)=O.[K+]. The catalyst is CC(C)=O.[O-]S([O-])(=O)=O.[Mg+2]. The product is [Br:1][C:2]1[CH:10]=[C:9]2[C:5]([C:6](=[O:13])[CH2:7][C:8]32[CH2:12][CH2:11]3)=[CH:4][CH:3]=1. The yield is 0.390. (4) The yield is 0.310. The catalyst is C(Cl)Cl. The reactants are [NH3:1].C[Al](C)C.C([O:8][C:9](=O)[CH2:10][C:11]([OH:22])([C:14]1[CH:19]=[CH:18][C:17]([Cl:20])=[C:16]([Cl:21])[CH:15]=1)[CH2:12][CH3:13])C.Cl. The product is [OH:22][C:11]([C:14]1[CH:19]=[CH:18][C:17]([Cl:20])=[C:16]([Cl:21])[CH:15]=1)([CH2:12][CH3:13])[CH2:10][C:9]([NH2:1])=[O:8]. (5) The yield is 0.980. The reactants are [Cl:1][C:2]1[CH:8]=[CH:7][C:5]([NH2:6])=[CH:4][CH:3]=1.C(=O)([O-])[O-].[Na+].[Na+].[C:15](Cl)(=[O:20])[C:16]([CH3:19])([CH3:18])[CH3:17]. The product is [Cl:1][C:2]1[CH:8]=[CH:7][C:5]([NH:6][C:15](=[O:20])[C:16]([CH3:19])([CH3:18])[CH3:17])=[CH:4][CH:3]=1. The catalyst is ClCCl. (6) The reactants are [Cl:1][C:2]1[CH:7]=[CH:6][C:5]([CH:8]2[C:12]3[N:13]([CH:17]([CH3:19])[CH3:18])[C:14]([CH3:16])=[N:15][C:11]=3[C:10](=[O:20])[N:9]2[C:21]2[CH:22]=[C:23]([CH3:33])[C:24]3[N:25]([C:27]([CH:30]([F:32])[F:31])=[N:28][N:29]=3)[CH:26]=2)=[CH:4][CH:3]=1. The catalyst is CCCCCCC.CCO.CO. The product is [Cl:1][C:2]1[CH:3]=[CH:4][C:5]([C@@H:8]2[C:12]3[N:13]([CH:17]([CH3:19])[CH3:18])[C:14]([CH3:16])=[N:15][C:11]=3[C:10](=[O:20])[N:9]2[C:21]2[CH:22]=[C:23]([CH3:33])[C:24]3[N:25]([C:27]([CH:30]([F:31])[F:32])=[N:28][N:29]=3)[CH:26]=2)=[CH:6][CH:7]=1. The yield is 0.510. (7) The yield is 0.750. The reactants are [F:1][C:2]1[C:7]2[NH:8][C:9](=[O:12])[CH2:10][O:11][C:6]=2[CH:5]=[CH:4][C:3]=1[F:13].C([O-])([O-])=O.[Cs+].[Cs+].[Cl:20][CH2:21][CH2:22][CH2:23]I. No catalyst specified. The product is [Cl:20][CH2:21][CH2:22][CH2:23][N:8]1[C:7]2[C:2]([F:1])=[C:3]([F:13])[CH:4]=[CH:5][C:6]=2[O:11][CH2:10][C:9]1=[O:12]. (8) The reactants are [NH2:1][C:2]1[CH:7]=[CH:6][C:5]([N:8]2[CH2:13][CH2:12][N:11]([CH2:14][CH2:15][OH:16])[CH2:10][CH2:9]2)=[CH:4][C:3]=1[O:17][CH3:18].O.C1(C)C=CC(S(O)(=O)=O)=CC=1.Cl[C:32]1[N:37]=[C:36]([C:38]2[N:42]3[CH:43]=[CH:44][CH:45]=[CH:46][C:41]3=[N:40][CH:39]=2)[C:35]([F:47])=[CH:34][N:33]=1. The catalyst is CC(C)CC(O)C.CN1CCCC1=O.C(OCC)(=O)C. The product is [F:47][C:35]1[C:36]([C:38]2[N:42]3[CH:43]=[CH:44][CH:45]=[CH:46][C:41]3=[N:40][CH:39]=2)=[N:37][C:32]([NH:1][C:2]2[CH:7]=[CH:6][C:5]([N:8]3[CH2:13][CH2:12][N:11]([CH2:14][CH2:15][OH:16])[CH2:10][CH2:9]3)=[CH:4][C:3]=2[O:17][CH3:18])=[N:33][CH:34]=1. The yield is 0.610. (9) The reactants are [C:1]([O:5][C:6](=[O:34])[NH:7][C:8]1([C:12]2[CH:17]=[CH:16][C:15]([C:18]3[N:19]=[C:20]4[CH:25]=[C:24](Br)[CH:23]=[CH:22][N:21]4[C:27]=3[C:28]3[CH:33]=[CH:32][CH:31]=[CH:30][CH:29]=3)=[CH:14][CH:13]=2)[CH2:11][CH2:10][CH2:9]1)([CH3:4])([CH3:3])[CH3:2].[CH3:35][Si:36]([C:39]#[CH:40])([CH3:38])[CH3:37].C(N(CC)CC)C. The catalyst is CN(C=O)C.[Cu]I. The product is [C:1]([O:5][C:6](=[O:34])[NH:7][C:8]1([C:12]2[CH:17]=[CH:16][C:15]([C:18]3[N:19]=[C:20]4[CH:25]=[C:24]([C:40]#[C:39][Si:36]([CH3:38])([CH3:37])[CH3:35])[CH:23]=[CH:22][N:21]4[C:27]=3[C:28]3[CH:33]=[CH:32][CH:31]=[CH:30][CH:29]=3)=[CH:14][CH:13]=2)[CH2:11][CH2:10][CH2:9]1)([CH3:4])([CH3:3])[CH3:2]. The yield is 0.820. (10) The reactants are [ClH:1].O.[NH:3]1[CH2:8][CH2:7][C:6](=O)[CH2:5][CH2:4]1.Cl.[C:11]1([NH:17]N)[CH:16]=[CH:15][CH:14]=[CH:13][CH:12]=1. The catalyst is C(O)C. The product is [ClH:1].[CH2:4]1[C:5]2[C:16]3[CH:15]=[CH:14][CH:13]=[CH:12][C:11]=3[NH:17][C:6]=2[CH2:7][CH2:8][NH:3]1. The yield is 0.880.